From a dataset of Ames mutagenicity test results for genotoxicity prediction. Regression/Classification. Given a drug SMILES string, predict its toxicity properties. Task type varies by dataset: regression for continuous values (e.g., LD50, hERG inhibition percentage) or binary classification for toxic/non-toxic outcomes (e.g., AMES mutagenicity, cardiotoxicity, hepatotoxicity). Dataset: ames. The compound is CO/N=C(\C(=O)NC1C(=O)N2C(C(=O)O)=C(C[n+]3ccn4ncccc43)CSC12)c1nsc(N)n1. The result is 0 (non-mutagenic).